Dataset: Reaction yield outcomes from USPTO patents with 853,638 reactions. Task: Predict the reaction yield, written as a fraction of the theoretical maximum amount of product (1.0 means a 100% yield; for example, 0.34 means a 34% yield). (1) The reactants are [OH:1][N:2]1[C:6](=[O:7])[CH2:5][CH2:4][C:3]1=[O:8].[CH2:9]([O:12][CH2:13][CH2:14][O:15][CH2:16][CH2:17][O:18][CH2:19][CH2:20][O:21][CH2:22][CH2:23][O:24][C:25](=[O:31])[CH2:26][CH2:27][C:28](O)=[O:29])[CH:10]=[CH2:11].C1(N=C=NC2CCCCC2)CCCCC1. The catalyst is C(Cl)Cl. The product is [O:8]=[C:3]1[CH2:4][CH2:5][C:6](=[O:7])[N:2]1[O:1][C:28](=[O:29])[CH2:27][CH2:26][C:25]([O:24][CH2:23][CH2:22][O:21][CH2:20][CH2:19][O:18][CH2:17][CH2:16][O:15][CH2:14][CH2:13][O:12][CH2:9][CH:10]=[CH2:11])=[O:31]. The yield is 0.930. (2) The reactants are [N:1]1([C:7]2[C:12]3[CH:13]=[CH:14][O:15][C:11]=3[CH:10]=[CH:9][N:8]=2)[CH2:6][CH2:5][NH:4][CH2:3][CH2:2]1.C(O)(=O)C.[H][H]. The catalyst is CO.[Pd]. The product is [N:1]1([C:7]2[C:12]3[CH2:13][CH2:14][O:15][C:11]=3[CH:10]=[CH:9][N:8]=2)[CH2:2][CH2:3][NH:4][CH2:5][CH2:6]1. The yield is 0.390. (3) The reactants are [N:1]1([C:7]2[CH:16]=[CH:15][CH:14]=[C:13]3[C:8]=2[C:9]([NH2:18])=[N:10][C:11]([NH2:17])=[N:12]3)[CH2:6][CH2:5][NH:4][CH2:3][CH2:2]1.[Cl:19][C:20]1[CH:21]=[C:22]([CH:25]=[CH:26][CH:27]=1)[CH2:23]Br. No catalyst specified. The product is [Cl:19][C:20]1[CH:21]=[C:22]([CH:25]=[CH:26][CH:27]=1)[CH2:23][N:4]1[CH2:5][CH2:6][N:1]([C:7]2[CH:16]=[CH:15][CH:14]=[C:13]3[C:8]=2[C:9]([NH2:18])=[N:10][C:11]([NH2:17])=[N:12]3)[CH2:2][CH2:3]1. The yield is 0.670. (4) The reactants are [NH2:1][C:2]1[N:3]=[N+:4]([O-])[C:5]2[CH:11]=[C:10]([OH:12])[CH:9]=[CH:8][C:6]=2[N:7]=1.C(OCC)(=O)C. The catalyst is CN(C)C=O.CO.[Pd]. The product is [NH2:1][C:2]1[N:3]=[N:4][C:5]2[CH:11]=[C:10]([OH:12])[CH:9]=[CH:8][C:6]=2[N:7]=1. The yield is 0.760. (5) The reactants are [CH3:1][C:2]1[N:3]=[C:4]([C@H:7]2[CH2:11][CH2:10][CH2:9][NH:8]2)[S:5][CH:6]=1.[F:12][C:13]1[CH:14]=[C:15]([C:22](O)=[O:23])[CH:16]=[C:17]([CH:21]=1)[C:18]([OH:20])=[O:19]. No catalyst specified. The product is [F:12][C:13]1[CH:21]=[C:17]([CH:16]=[C:15]([C:22]([N:8]2[CH2:9][CH2:10][CH2:11][C@@H:7]2[C:4]2[S:5][CH:6]=[C:2]([CH3:1])[N:3]=2)=[O:23])[CH:14]=1)[C:18]([OH:20])=[O:19]. The yield is 0.630. (6) The reactants are [CH2:1]([S:3]([C:6]1[S:10][C:9]([C:11]2[CH:19]=[CH:18][C:14]([C:15]([OH:17])=O)=[CH:13][CH:12]=2)=[CH:8][CH:7]=1)(=[O:5])=[O:4])[CH3:2].[Li].CCN=C=NCCCN(C)C.Cl.C1C=CC2N(O)N=NC=2C=1.CCN(C(C)C)C(C)C.[CH3:52][C@@H:53]1[CH2:57][CH2:56][CH2:55][N:54]1[CH2:58][C@@H:59]1[CH2:63][CH2:62][CH2:61][NH:60]1. The catalyst is CN(C=O)C.ClCCl. The product is [CH2:1]([S:3]([C:6]1[S:10][C:9]([C:11]2[CH:12]=[CH:13][C:14]([C:15]([N:60]3[CH2:61][CH2:62][CH2:63][C@H:59]3[CH2:58][N:54]3[CH2:55][CH2:56][CH2:57][C@H:53]3[CH3:52])=[O:17])=[CH:18][CH:19]=2)=[CH:8][CH:7]=1)(=[O:4])=[O:5])[CH3:2]. The yield is 0.500.